This data is from Forward reaction prediction with 1.9M reactions from USPTO patents (1976-2016). The task is: Predict the product of the given reaction. (1) Given the reactants [Cl:1][C:2]1[CH:3]=[C:4]([CH:20]=[CH:21][C:22]=1[C:23]([N:25]1[CH2:29][CH2:28][CH2:27][CH:26]1[C:30]([O:32]C)=[O:31])=[O:24])[C:5]([NH:7][CH:8]([C:10]1[NH:14][C:13]2[CH:15]=[CH:16][C:17]([Cl:19])=[CH:18][C:12]=2[N:11]=1)[CH3:9])=[O:6].[OH-].[Na+].ClCl, predict the reaction product. The product is: [Cl:1][C:2]1[CH:3]=[C:4]([CH:20]=[CH:21][C:22]=1[C:23]([N:25]1[CH2:29][CH2:28][CH2:27][CH:26]1[C:30]([OH:32])=[O:31])=[O:24])[C:5]([NH:7][CH:8]([C:10]1[NH:14][C:13]2[CH:15]=[CH:16][C:17]([Cl:19])=[CH:18][C:12]=2[N:11]=1)[CH3:9])=[O:6]. (2) Given the reactants [C:1]([O:5][C:6]([N:8]1[CH2:12][CH2:11][C@H:10]([C:13]2[CH:18]=[CH:17][CH:16]=[CH:15][CH:14]=2)[C@@H:9]1[C:19]([OH:21])=[O:20])=[O:7])([CH3:4])([CH3:3])[CH3:2].ON1C2C=CC=C[C:26]=2N=N1.CCN=C=NCCCN(C)C.Cl.C(N(CC)CC)C, predict the reaction product. The product is: [C:13]1([C@H:10]2[CH2:11][CH2:12][N:8]([C:6]([O:5][C:1]([CH3:4])([CH3:2])[CH3:3])=[O:7])[C@H:9]2[C:19]([O:21][CH3:26])=[O:20])[CH:18]=[CH:17][CH:16]=[CH:15][CH:14]=1.